From a dataset of Full USPTO retrosynthesis dataset with 1.9M reactions from patents (1976-2016). Predict the reactants needed to synthesize the given product. (1) Given the product [ClH:1].[ClH:43].[NH2:13][CH2:12][CH2:11][N:10]1[C:3]2[C:2]([NH:35][C:34]3[CH:36]=[CH:37][C:31]([O:30][C:29]4[C:24]5[CH:23]=[N:22][S:21][C:25]=5[CH:26]=[CH:27][CH:28]=4)=[C:32]([F:38])[CH:33]=3)=[N:7][CH:6]=[N:5][C:4]=2[CH:8]=[CH:9]1, predict the reactants needed to synthesize it. The reactants are: [Cl:1][C:2]1[C:3]2[N:10]([CH2:11][CH2:12][NH:13]C(=O)OC(C)(C)C)[CH:9]=[CH:8][C:4]=2[N:5]=[CH:6][N:7]=1.[S:21]1[C:25]2[CH:26]=[CH:27][CH:28]=[C:29]([O:30][C:31]3[CH:37]=[CH:36][C:34]([NH2:35])=[CH:33][C:32]=3[F:38])[C:24]=2[CH:23]=[N:22]1.C(O)(C)C.[ClH:43].C(OCC)(=O)C. (2) The reactants are: C1(P(C2C=CC=CC=2)C2C=CC=CC=2)C=CC=CC=1.[O:20]([CH2:27][C:28]([OH:30])=O)[C:21]1[CH:26]=[CH:25][CH:24]=[CH:23][CH:22]=1.ClC(Cl)(Cl)C#N.[NH2:37][C@@:38]([C:53]1[CH:58]=[CH:57][C:56]([O:59][CH2:60][CH2:61][CH2:62][C:63]([F:66])([F:65])[F:64])=[CH:55][CH:54]=1)([C:49]([F:52])([F:51])[F:50])[CH2:39][C:40]([C:42]1[CH:47]=[CH:46][C:45]([CH3:48])=[CH:44][CH:43]=1)=[O:41].N1C=CC=CC=1. Given the product [O:20]([CH2:27][C:28]([NH:37][C@:38]([C:53]1[CH:58]=[CH:57][C:56]([O:59][CH2:60][CH2:61][CH2:62][C:63]([F:64])([F:65])[F:66])=[CH:55][CH:54]=1)([CH2:39][C:40](=[O:41])[C:42]1[CH:43]=[CH:44][C:45]([CH3:48])=[CH:46][CH:47]=1)[C:49]([F:52])([F:51])[F:50])=[O:30])[C:21]1[CH:22]=[CH:23][CH:24]=[CH:25][CH:26]=1, predict the reactants needed to synthesize it. (3) Given the product [Cl:1][C:2]1[CH:16]=[CH:15][C:5]([O:6][C:7]2[CH:14]=[CH:13][C:10]([CH2:11][N:31]3[CH2:32][CH2:33][CH:28]([C:24]4[CH:23]=[C:22]([NH:21][C:19](=[O:20])[CH:18]([CH3:17])[CH3:34])[CH:27]=[CH:26][CH:25]=4)[CH2:29][CH2:30]3)=[CH:9][CH:8]=2)=[CH:4][CH:3]=1, predict the reactants needed to synthesize it. The reactants are: [Cl:1][C:2]1[CH:16]=[CH:15][C:5]([O:6][C:7]2[CH:14]=[CH:13][C:10]([CH:11]=O)=[CH:9][CH:8]=2)=[CH:4][CH:3]=1.[CH3:17][CH:18]([CH3:34])[C:19]([NH:21][C:22]1[CH:27]=[CH:26][CH:25]=[C:24]([CH:28]2[CH2:33][CH2:32][NH:31][CH2:30][CH2:29]2)[CH:23]=1)=[O:20].C(O[BH-](OC(=O)C)OC(=O)C)(=O)C.[Na+].CC(O)=O.C([O-])(O)=O.[Na+]. (4) Given the product [F:28][C:20]1[C:21]([C:22]2[CH:23]=[N:24][CH:25]=[CH:26][CH:27]=2)=[C:16]([F:15])[CH:17]=[CH:18][C:19]=1[C:2]1[N:6]2[CH:7]=[CH:8][C:9]([C:11]([F:14])([CH3:13])[CH3:12])=[N:10][C:5]2=[N:4][CH:3]=1, predict the reactants needed to synthesize it. The reactants are: Br[C:2]1[N:6]2[CH:7]=[CH:8][C:9]([C:11]([F:14])([CH3:13])[CH3:12])=[N:10][C:5]2=[N:4][CH:3]=1.[F:15][C:16]1[C:21]([C:22]2[CH:23]=[N:24][CH:25]=[CH:26][CH:27]=2)=[C:20]([F:28])[CH:19]=[CH:18][C:17]=1B(O)O. (5) Given the product [Br:21][CH:27]([CH2:28][C:17]1[CH:19]=[CH:20][C:14]([O:13][CH2:12][CH2:11][N:4]2[C:5](=[O:10])[CH:6]=[C:7]([CH3:9])[N:8]=[C:3]2[CH2:1][CH3:2])=[CH:15][CH:16]=1)[C:26]([O:30][CH2:31][CH3:32])=[O:29], predict the reactants needed to synthesize it. The reactants are: [CH2:1]([C:3]1[N:4]([CH2:11][CH2:12][O:13][C:14]2[CH:20]=[CH:19][C:17](N)=[CH:16][CH:15]=2)[C:5](=[O:10])[CH:6]=[C:7]([CH3:9])[N:8]=1)[CH3:2].[BrH:21].N([O-])=O.[Na+].[C:26]([O:30][CH2:31][CH3:32])(=[O:29])[CH:27]=[CH2:28]. (6) Given the product [CH3:15][NH:14][CH2:13][CH:10]1[CH2:11][CH2:12][N:7]([C:4]2[CH:5]=[CH:6][N:1]=[CH:2][CH:3]=2)[CH2:8][CH2:9]1, predict the reactants needed to synthesize it. The reactants are: [N:1]1[CH:6]=[CH:5][C:4]([N:7]2[CH2:12][CH2:11][CH:10]([CH2:13][NH:14][C:15](=O)OC(C)(C)C)[CH2:9][CH2:8]2)=[CH:3][CH:2]=1.[H-].[H-].[H-].[H-].[Li+].[Al+3].O.C1COCC1.[OH-].[Na+].